The task is: Predict which catalyst facilitates the given reaction.. This data is from Catalyst prediction with 721,799 reactions and 888 catalyst types from USPTO. Product: [CH:13]1([C:18]2([CH2:26][CH2:27][C:28]3[CH:33]=[CH:32][C:31]([OH:34])=[C:30]([CH2:35][C:36]([F:39])([F:37])[F:38])[CH:29]=3)[O:23][C:22](=[O:24])[C:21]([CH2:11][C:9]3[N:10]=[C:5]4[N:4]=[CH:3][C:2]([CH3:1])=[CH:7][N:6]4[N:8]=3)=[C:20]([OH:25])[CH2:19]2)[CH2:17][CH2:16][CH2:15][CH2:14]1. The catalyst class is: 5. Reactant: [CH3:1][C:2]1[CH:3]=[N:4][C:5]2[N:6]([N:8]=[C:9]([CH:11]=O)[N:10]=2)[CH:7]=1.[CH:13]1([C:18]2([CH2:26][CH2:27][C:28]3[CH:33]=[CH:32][C:31]([OH:34])=[C:30]([CH2:35][C:36]([F:39])([F:38])[F:37])[CH:29]=3)[O:23][C:22](=[O:24])[CH2:21][C:20](=[O:25])[CH2:19]2)[CH2:17][CH2:16][CH2:15][CH2:14]1.